Dataset: CYP3A4 inhibition data for predicting drug metabolism from PubChem BioAssay. Task: Regression/Classification. Given a drug SMILES string, predict its absorption, distribution, metabolism, or excretion properties. Task type varies by dataset: regression for continuous measurements (e.g., permeability, clearance, half-life) or binary classification for categorical outcomes (e.g., BBB penetration, CYP inhibition). Dataset: cyp3a4_veith. (1) The molecule is FC(F)(F)c1cc(Sc2ccccc2)nc(-c2ccccn2)n1. The result is 0 (non-inhibitor). (2) The molecule is CC(NC1CCCC1)C(=O)Nc1ccccc1-c1ccccc1. The result is 1 (inhibitor). (3) The result is 0 (non-inhibitor). The compound is C[C@@H](N=C(N)N)C(=O)O. (4) The drug is Cc1c(C(=O)N2CCCCCC2)nnn1-c1nonc1N. The result is 1 (inhibitor). (5) The molecule is COc1ccccc1CN1CC2(CCN(S(C)(=O)=O)CC2)C1. The result is 0 (non-inhibitor). (6) The molecule is CC(C)(C)c1cc(/C=C(\C#N)C(N)=S)cc(C(C)(C)C)c1O. The result is 1 (inhibitor). (7) The drug is OC[C@H]1NC[C@H](O)[C@@H](O)[C@H]1O. The result is 0 (non-inhibitor). (8) The compound is Cc1[nH]c2ccccc2c1-c1cc(-c2cc(-c3c(C)[nH]c4ccccc34)on2)no1. The result is 0 (non-inhibitor).